This data is from Full USPTO retrosynthesis dataset with 1.9M reactions from patents (1976-2016). The task is: Predict the reactants needed to synthesize the given product. The reactants are: [CH3:1][O:2][C:3]1[CH:4]=[C:5]2[C:10](=[CH:11][C:12]=1[O:13][CH3:14])[N:9]=[CH:8][CH:7]=[C:6]2[O:15][C:16]1[CH:21]=[C:20]([CH3:22])[C:19]([CH3:23])=[CH:18][C:17]=1[C:24](=O)[CH3:25].Cl.[NH2:28][OH:29].C(N(CC)CC)C. Given the product [CH3:1][O:2][C:3]1[CH:4]=[C:5]2[C:10](=[CH:11][C:12]=1[O:13][CH3:14])[N:9]=[CH:8][CH:7]=[C:6]2[O:15][C:16]1[CH:21]=[C:20]([CH3:22])[C:19]([CH3:23])=[CH:18][C:17]=1[C:24](=[N:28][OH:29])[CH3:25], predict the reactants needed to synthesize it.